Task: Predict the reaction yield, written as a fraction of the theoretical maximum amount of product (1.0 means a 100% yield; for example, 0.34 means a 34% yield).. Dataset: Reaction yield outcomes from USPTO patents with 853,638 reactions (1) The reactants are CS(O[CH:6]1[CH2:11][CH2:10][N:9]([C:12]([O:14][C:15]([CH3:18])([CH3:17])[CH3:16])=[O:13])[CH2:8][CH2:7]1)(=O)=O.C([O-])([O-])=O.[K+].[K+].[F:25][C:26]1[CH:27]=[C:28]([SH:32])[CH:29]=[CH:30][CH:31]=1. The catalyst is C(#N)C. The product is [F:25][C:26]1[CH:27]=[C:28]([S:32][CH:6]2[CH2:7][CH2:8][N:9]([C:12]([O:14][C:15]([CH3:16])([CH3:17])[CH3:18])=[O:13])[CH2:10][CH2:11]2)[CH:29]=[CH:30][CH:31]=1. The yield is 1.00. (2) The reactants are Cl[C:2]1[C:7]2[CH2:8][N:9]([CH:12]([C:14]3[CH:19]=[C:18]([CH3:20])[C:17]([O:21][CH2:22][CH:23]([F:25])[F:24])=[CH:16][N:15]=3)[CH3:13])[C:10](=[O:11])[C:6]=2[CH:5]=[CH:4][N:3]=1.[CH:26]([O:28][C:29]1[CH:34]=[CH:33][CH:32]=[CH:31][CH:30]=1)=[O:27]. No catalyst specified. The product is [F:24][CH:23]([F:25])[CH2:22][O:21][C:17]1[C:18]([CH3:20])=[CH:19][C:14]([CH:12]([N:9]2[C:10](=[O:11])[C:6]3[CH:5]=[CH:4][N:3]=[C:2]([C:26]([O:28][C:29]4[CH:34]=[CH:33][CH:32]=[CH:31][CH:30]=4)=[O:27])[C:7]=3[CH2:8]2)[CH3:13])=[N:15][CH:16]=1. The yield is 0.740. (3) The reactants are C(OC([N:8]1[CH2:11][CH:10]([N:12]2[CH2:16][CH2:15][CH2:14][C:13]2=[O:17])[CH2:9]1)=O)(C)(C)C.C(O)(C(F)(F)F)=O. The catalyst is C(Cl)Cl. The product is [NH:8]1[CH2:11][CH:10]([N:12]2[CH2:16][CH2:15][CH2:14][C:13]2=[O:17])[CH2:9]1. The yield is 0.930. (4) The reactants are Cl[C:2]1[N:3]=[C:4]([N:14]2[CH2:19][CH2:18][O:17][CH2:16][CH2:15]2)[C:5]2[CH2:10][N:9]([C:11](=[O:13])[CH3:12])[CH2:8][C:6]=2[N:7]=1.[CH:20]1([NH:23][C:24]([NH:26][C:27]2[CH:32]=[CH:31][C:30](B3OC(C)(C)C(C)(C)O3)=[C:29]([F:42])[CH:28]=2)=[O:25])[CH2:22][CH2:21]1. No catalyst specified. The product is [C:11]([N:9]1[CH2:10][C:5]2[C:4]([N:14]3[CH2:19][CH2:18][O:17][CH2:16][CH2:15]3)=[N:3][C:2]([C:30]3[CH:31]=[CH:32][C:27]([NH:26][C:24]([NH:23][CH:20]4[CH2:22][CH2:21]4)=[O:25])=[CH:28][C:29]=3[F:42])=[N:7][C:6]=2[CH2:8]1)(=[O:13])[CH3:12]. The yield is 0.150. (5) The reactants are [CH3:1][C:2]1([CH3:18])[O:6][N:5]=[C:4]([S:7][CH2:8][C:9]2[C:10]([CH:15](O)[CH3:16])=[N:11][N:12]([CH3:14])[N:13]=2)[CH2:3]1.C(N(S(F)(F)[F:25])CC)C. The catalyst is ClCCl. The product is [CH3:1][C:2]1([CH3:18])[O:6][N:5]=[C:4]([S:7][CH2:8][C:9]2[C:10]([CH:15]([F:25])[CH3:16])=[N:11][N:12]([CH3:14])[N:13]=2)[CH2:3]1. The yield is 0.740. (6) The reactants are [CH3:1][O:2][C:3]1[CH:4]=[CH:5][C:6]([NH:11][C:12]2[C:13]3[N:14]([CH:27]=[CH:28][N:29]=3)[N:15]=[C:16]([C:18]3[CH:26]=[CH:25][C:21]([C:22](O)=[O:23])=[CH:20][CH:19]=3)[CH:17]=2)=[N:7][C:8]=1[O:9][CH3:10].Cl.[NH2:31][CH2:32][CH2:33][C:34]1[CH:39]=[CH:38][N:37]([CH3:40])[C:36](=[O:41])[CH:35]=1.CN1C=CN=C1.CCN=C=NCCCN(C)C. The catalyst is ClCCl.CN(C=O)C. The product is [CH3:1][O:2][C:3]1[CH:4]=[CH:5][C:6]([NH:11][C:12]2[C:13]3[N:14]([CH:27]=[CH:28][N:29]=3)[N:15]=[C:16]([C:18]3[CH:26]=[CH:25][C:21]([C:22]([NH:31][CH2:32][CH2:33][C:34]4[CH:39]=[CH:38][N:37]([CH3:40])[C:36](=[O:41])[CH:35]=4)=[O:23])=[CH:20][CH:19]=3)[CH:17]=2)=[N:7][C:8]=1[O:9][CH3:10]. The yield is 0.210. (7) The reactants are [F:1][C:2]1[CH:3]=[N:4][C:5]([NH:8][C:9]2[S:10][C:11]3[CH2:17][CH2:16][N:15]([CH2:18][C:19]4[N:23]=[C:22]([CH3:24])[O:21][N:20]=4)[C:14]4[N:25](CC5C=CC(OC)=CC=5)[N:26]=[CH:27][C:13]=4[C:12]=3[N:37]=2)=[N:6][CH:7]=1. The catalyst is C(O)(C(F)(F)F)=O. The product is [F:1][C:2]1[CH:3]=[N:4][C:5]([NH:8][C:9]2[S:10][C:11]3[CH2:17][CH2:16][N:15]([CH2:18][C:19]4[N:23]=[C:22]([CH3:24])[O:21][N:20]=4)[C:14]4=[N:25][NH:26][CH:27]=[C:13]4[C:12]=3[N:37]=2)=[N:6][CH:7]=1. The yield is 0.370. (8) The reactants are [O:1]=[C:2]1[C:7]([CH2:8][C:9]2[CH:14]=[CH:13][C:12]([C:15]3[C:16]([C:21]#[N:22])=[CH:17][CH:18]=[CH:19][CH:20]=3)=[CH:11][CH:10]=2)=[C:6]([CH2:23][CH2:24][CH3:25])[N:5]2[N:26]=[CH:27][N:28]=[C:4]2[NH:3]1.[F:29][C:30]1[CH:35]=[CH:34][C:33](B(O)O)=[CH:32][CH:31]=1.C(N(CC)CC)C.N1C=CC=CC=1. The catalyst is ClCCl.C(OCC)(=O)C.C([O-])(=O)C.[Cu+2].C([O-])(=O)C. The product is [F:29][C:30]1[CH:35]=[CH:34][C:33]([N:3]2[C:2](=[O:1])[C:7]([CH2:8][C:9]3[CH:10]=[CH:11][C:12]([C:15]4[C:16]([C:21]#[N:22])=[CH:17][CH:18]=[CH:19][CH:20]=4)=[CH:13][CH:14]=3)=[C:6]([CH2:23][CH2:24][CH3:25])[N:5]3[N:26]=[CH:27][N:28]=[C:4]23)=[CH:32][CH:31]=1. The yield is 0.910. (9) The reactants are [Cl:1][C:2]1[CH:3]=[C:4]([N:9]([C:14]2[C:33]([CH:34]3[CH2:36][CH2:35]3)=[CH:32][C:17]3[C:18]([C:28]([NH:30][CH3:31])=[O:29])=[C:19]([C:21]4[CH:26]=[CH:25][C:24]([F:27])=[CH:23][CH:22]=4)[O:20][C:16]=3[CH:15]=2)[S:10]([CH3:13])(=[O:12])=[O:11])[CH:5]=[CH:6][C:7]=1[OH:8].C(=O)([O-])[O-].[K+].[K+].Br[CH2:44][B:45]1[O:49]C(C)(C)C(C)(C)[O:46]1. The catalyst is CC#N. The product is [Cl:1][C:2]1[CH:3]=[C:4]([N:9]([C:14]2[C:33]([CH:34]3[CH2:36][CH2:35]3)=[CH:32][C:17]3[C:18]([C:28](=[O:29])[NH:30][CH3:31])=[C:19]([C:21]4[CH:22]=[CH:23][C:24]([F:27])=[CH:25][CH:26]=4)[O:20][C:16]=3[CH:15]=2)[S:10]([CH3:13])(=[O:12])=[O:11])[CH:5]=[CH:6][C:7]=1[O:8][CH2:44][B:45]([OH:49])[OH:46]. The yield is 0.600. (10) The reactants are C([N:9]1[CH2:18][CH2:17][C:16]2[N:15]=[C:14]([CH3:19])[NH:13][C:12]=2[C:11]2[CH:20]=[CH:21][CH:22]=[CH:23][C:10]1=2)(=O)C1C=CC=CC=1. The catalyst is Cl.O1CCOCC1. The product is [CH3:19][C:14]1[NH:13][C:12]2[C:11]3[CH:20]=[CH:21][CH:22]=[CH:23][C:10]=3[NH:9][CH2:18][CH2:17][C:16]=2[N:15]=1. The yield is 0.660.